From a dataset of Full USPTO retrosynthesis dataset with 1.9M reactions from patents (1976-2016). Predict the reactants needed to synthesize the given product. Given the product [F:33][C:31]1[CH:30]=[C:29]2[C:24]([CH:25]=[CH:26][C:27]([CH3:34])=[N:28]2)=[C:23]([O:22][CH2:21][CH2:20][N:1]2[CH2:6][CH2:5][CH:4]([CH2:7][C:8]3[C:17]4[O:16][CH2:15][C:14](=[O:18])[NH:13][C:12]=4[CH:11]=[CH:10][CH:9]=3)[CH2:3][CH2:2]2)[CH:32]=1, predict the reactants needed to synthesize it. The reactants are: [NH:1]1[CH2:6][CH2:5][CH:4]([CH2:7][C:8]2[C:17]3[O:16][CH2:15][C:14](=[O:18])[NH:13][C:12]=3[CH:11]=[CH:10][CH:9]=2)[CH2:3][CH2:2]1.Br[CH2:20][CH2:21][O:22][C:23]1[CH:32]=[C:31]([F:33])[CH:30]=[C:29]2[C:24]=1[CH:25]=[CH:26][C:27]([CH3:34])=[N:28]2.